Task: Predict the product of the given reaction.. Dataset: Forward reaction prediction with 1.9M reactions from USPTO patents (1976-2016) Given the reactants [F:1][C:2]([F:17])([F:16])[C:3]([F:15])([F:14])[C:4]([F:13])([F:12])[C:5]([F:11])([F:10])[C:6]([F:9])([F:8])[F:7], predict the reaction product. The product is: [F:1][C:2]([F:16])([F:17])[C:3]([F:14])([F:15])[C:4]([F:12])([F:13])[C:5]([F:11])([F:10])[C:6]([F:9])([F:8])[F:7].[F:16][C:2]([F:1])([F:17])[C:3]([F:15])=[C:4]([F:12])[C:5]([F:11])([C:2]([F:17])([F:16])[F:1])[C:6]([F:7])([F:9])[F:8].